Dataset: Choline transporter screen with 302,306 compounds. Task: Binary Classification. Given a drug SMILES string, predict its activity (active/inactive) in a high-throughput screening assay against a specified biological target. The result is 0 (inactive). The molecule is o1c(CN2C(CN(CC2)Cc2ccc(OC(C)C)cc2)CCO)ccc1C.